Task: Predict which catalyst facilitates the given reaction.. Dataset: Catalyst prediction with 721,799 reactions and 888 catalyst types from USPTO (1) Reactant: Cl[C:2]1[C:11]2[C:6](=[CH:7][CH:8]=[C:9]([Cl:12])[CH:10]=2)[N:5]=[CH:4][C:3]=1[N+:13]([O-:15])=[O:14].[CH3:16][NH2:17]. Product: [Cl:12][C:9]1[CH:10]=[C:11]2[C:6](=[CH:7][CH:8]=1)[N:5]=[CH:4][C:3]([N+:13]([O-:15])=[O:14])=[C:2]2[NH:17][CH3:16]. The catalyst class is: 1. (2) Reactant: C(=O)([O-])[O-].[K+].[K+].[Cl:7][C:8]1[N:16]=[C:15]([F:17])[N:14]=[C:13]2[C:9]=1[N:10]=[CH:11][NH:12]2.[CH3:18][O:19][C:20]1[CH:25]=[CH:24][C:23]([CH2:26]Cl)=[CH:22][CH:21]=1. Product: [Cl:7][C:8]1[N:16]=[C:15]([F:17])[N:14]=[C:13]2[C:9]=1[N:10]=[CH:11][N:12]2[CH2:26][C:23]1[CH:24]=[CH:25][C:20]([O:19][CH3:18])=[CH:21][CH:22]=1. The catalyst class is: 3. (3) Reactant: [Br:1][C:2]1[CH:6]=[C:5]([N:7]([CH2:11][CH:12]=[O:13])[CH2:8][CH2:9][CH3:10])[S:4][C:3]=1[C:14]#[N:15].[CH3:16][Mg+].[Br-].[Cl-].[NH4+]. Product: [Br:1][C:2]1[CH:6]=[C:5]([N:7]([CH2:11][CH:12]([OH:13])[CH3:16])[CH2:8][CH2:9][CH3:10])[S:4][C:3]=1[C:14]#[N:15]. The catalyst class is: 1. (4) Reactant: [CH3:1][O:2][C:3]1[CH:8]=[C:7]([O:9][CH3:10])[CH:6]=[CH:5][C:4]=1[CH2:11][N:12]([O:24][CH2:25][C:26]1[CH:31]=[CH:30][C:29]([O:32][CH3:33])=[CH:28][CH:27]=1)[C:13]([CH2:15][C@@H:16]([CH2:20][CH2:21][CH2:22][CH3:23])[C:17]([OH:19])=O)=[O:14].[Na].Cl.[NH2:36][C@@H:37]([CH2:50][C:51]1[C:52]2[CH:59]=[CH:58][CH:57]=[CH:56][C:53]=2[S:54][CH:55]=1)[C:38]([N:40]1[CH2:44][CH2:43][CH2:42][C@H:41]1[C:45]([N:47]([CH3:49])[CH3:48])=[O:46])=[O:39].CCN=C=NCCCN(C)C.Cl.C1C=CC2N(O)N=NC=2C=1.CCN(C(C)C)C(C)C. Product: [CH3:49][N:47]([CH3:48])[C:45]([C@@H:41]1[CH2:42][CH2:43][CH2:44][N:40]1[C:38](=[O:39])[C@@H:37]([NH:36][C:17](=[O:19])[C@H:16]([CH2:20][CH2:21][CH2:22][CH3:23])[CH2:15][C:13]([N:12]([CH2:11][C:4]1[CH:5]=[CH:6][C:7]([O:9][CH3:10])=[CH:8][C:3]=1[O:2][CH3:1])[O:24][CH2:25][C:26]1[CH:31]=[CH:30][C:29]([O:32][CH3:33])=[CH:28][CH:27]=1)=[O:14])[CH2:50][C:51]1[C:52]2[CH:59]=[CH:58][CH:57]=[CH:56][C:53]=2[S:54][CH:55]=1)=[O:46]. The catalyst class is: 4. (5) Reactant: [C:1]([O:5][C:6]([NH:8][C@@H:9]1[CH2:11][C@H:10]1[C:12]1[CH:13]=[C:14]([CH:19]=[CH:20][C:21]=1[CH3:22])[C:15]([O:17]C)=[O:16])=[O:7])([CH3:4])([CH3:3])[CH3:2].[OH-].[Na+].Cl. Product: [C:1]([O:5][C:6]([NH:8][C@@H:9]1[CH2:11][C@H:10]1[C:12]1[CH:13]=[C:14]([CH:19]=[CH:20][C:21]=1[CH3:22])[C:15]([OH:17])=[O:16])=[O:7])([CH3:4])([CH3:3])[CH3:2]. The catalyst class is: 5. (6) Reactant: [F:1][C:2]1[CH:7]=[C:6]([I:8])[CH:5]=[CH:4][C:3]=1[NH:9][C:10]1[N:11]([CH3:20])[C:12](=[O:19])[CH:13]=[CH:14][C:15]=1C(O)=O.C1(P(N=[N+]=[N-])(C2C=CC=CC=2)=[O:28])C=CC=CC=1.C([N:40]([CH2:43]C)CC)C. The catalyst class is: 10. Product: [F:1][C:2]1[CH:7]=[C:6]([I:8])[CH:5]=[CH:4][C:3]=1[N:9]1[C:10]2[N:11]([CH3:20])[C:12](=[O:19])[CH:13]=[CH:14][C:15]=2[NH:40][C:43]1=[O:28]. (7) Reactant: [Si:1]([O:8][CH2:9][C:10]1([CH2:24][O:25][Si:26]([C:29]([CH3:32])([CH3:31])[CH3:30])([CH3:28])[CH3:27])[CH2:14][CH2:13][CH:12]([CH2:15][OH:16])[N:11]1[C:17]([O:19][C:20]([CH3:23])([CH3:22])[CH3:21])=[O:18])([C:4]([CH3:7])([CH3:6])[CH3:5])([CH3:3])[CH3:2].[C:33]1([CH3:43])[CH:38]=[CH:37][C:36]([S:39](Cl)(=[O:41])=[O:40])=[CH:35][CH:34]=1. Product: [Si:26]([O:25][CH2:24][C:10]1([CH2:9][O:8][Si:1]([C:4]([CH3:7])([CH3:5])[CH3:6])([CH3:3])[CH3:2])[CH2:14][CH2:13][CH:12]([CH2:15][O:16][S:39]([C:36]2[CH:37]=[CH:38][C:33]([CH3:43])=[CH:34][CH:35]=2)(=[O:41])=[O:40])[N:11]1[C:17]([O:19][C:20]([CH3:21])([CH3:22])[CH3:23])=[O:18])([C:29]([CH3:32])([CH3:31])[CH3:30])([CH3:27])[CH3:28]. The catalyst class is: 143.